Dataset: Peptide-MHC class I binding affinity with 185,985 pairs from IEDB/IMGT. Task: Regression. Given a peptide amino acid sequence and an MHC pseudo amino acid sequence, predict their binding affinity value. This is MHC class I binding data. (1) The peptide sequence is LSEEIGLDL. The MHC is HLA-B08:01 with pseudo-sequence HLA-B08:01. The binding affinity (normalized) is 0.0847. (2) The binding affinity (normalized) is 0.269. The MHC is HLA-B51:01 with pseudo-sequence HLA-B51:01. The peptide sequence is NPMVIVNAA. (3) The peptide sequence is RPPEVDGNR. The MHC is HLA-B58:01 with pseudo-sequence HLA-B58:01. The binding affinity (normalized) is 0.0847. (4) The MHC is H-2-Db with pseudo-sequence H-2-Db. The peptide sequence is FQKQNGQFI. The binding affinity (normalized) is 0.668. (5) The peptide sequence is YISRDELWA. The MHC is HLA-A02:03 with pseudo-sequence HLA-A02:03. The binding affinity (normalized) is 0.493.